From a dataset of Full USPTO retrosynthesis dataset with 1.9M reactions from patents (1976-2016). Predict the reactants needed to synthesize the given product. (1) Given the product [F:1][C:2]1[CH:8]=[CH:7][C:5]([NH:6][CH:19]=[C:13]2[C:14](=[O:16])[O:15][C:10]([CH3:18])([CH3:9])[O:11][C:12]2=[O:17])=[CH:4][CH:3]=1, predict the reactants needed to synthesize it. The reactants are: [F:1][C:2]1[CH:8]=[CH:7][C:5]([NH2:6])=[CH:4][CH:3]=1.[CH3:9][C:10]1([CH3:18])[O:15][C:14](=[O:16])[CH2:13][C:12](=[O:17])[O:11]1.[CH3:19]OC(OC)OC. (2) Given the product [C:25]([C:27]1[CH:28]=[C:29]([C:37]([N:3]([CH2:1][CH3:2])[CH2:4][C@H:5]([C:9]2[CH:10]=[CH:11][C:12]([F:15])=[CH:13][CH:14]=2)[CH2:6][CH:7]=[CH2:8])=[O:38])[C:30]2[CH2:31][CH2:32][CH2:33][CH2:34][C:35]=2[CH:36]=1)#[N:26], predict the reactants needed to synthesize it. The reactants are: [CH2:1]([NH:3][CH2:4][C@H:5]([C:9]1[CH:14]=[CH:13][C:12]([F:15])=[CH:11][CH:10]=1)[CH2:6][CH:7]=[CH2:8])[CH3:2].CCN(C(C)C)C(C)C.[C:25]([C:27]1[CH:28]=[C:29]([C:37](Cl)=[O:38])[C:30]2[CH2:31][CH2:32][CH2:33][CH2:34][C:35]=2[CH:36]=1)#[N:26]. (3) Given the product [OH:22][C@H:21]1[CH2:20][CH2:19][O:18][CH2:17][C@@H:16]1[N:6]1[C:5](=[O:23])[C:4]2[C:9](=[C:10]3[CH:15]=[CH:14][CH:13]=[N:12][C:11]3=[C:2]([B:29]([OH:33])[OH:30])[CH:3]=2)[N:8]=[CH:7]1, predict the reactants needed to synthesize it. The reactants are: Br[C:2]1[CH:3]=[C:4]2[C:9](=[C:10]3[CH:15]=[CH:14][CH:13]=[N:12][C:11]=13)[N:8]=[CH:7][N:6]([C@@H:16]1[C@@H:21]([OH:22])[CH2:20][CH2:19][O:18][CH2:17]1)[C:5]2=[O:23].C([O-])(=O)C.[K+].[B:29]1(B2OC(C)(C)C(C)(C)O2)[O:33]C(C)(C)C(C)(C)[O:30]1.ClCCl.[OH-].[Na+]. (4) Given the product [C:51]([C:47]1[CH:46]=[C:11]([O:15][C:16]2[CH:21]=[CH:20][C:19]([NH:22][C:23]([NH:25][C:26](=[O:35])[CH2:27][C:28]3[CH:33]=[CH:32][C:31]([F:34])=[CH:30][CH:29]=3)=[O:24])=[CH:18][C:17]=2[F:36])[CH:10]=[CH:9][N:8]=1)(=[O:52])[NH2:53], predict the reactants needed to synthesize it. The reactants are: COC1C=CC(C[NH:8][C:9]2N=CN=[C:11]([O:15][C:16]3[CH:21]=[CH:20][C:19]([NH:22][C:23]([NH:25][C:26](=[O:35])[CH2:27][C:28]4[CH:33]=[CH:32][C:31]([F:34])=[CH:30][CH:29]=4)=[O:24])=[CH:18][C:17]=3[F:36])[CH:10]=2)=CC=1.NC1C=CC(OC2C=CN=[C:47]([C:51]([NH2:53])=[O:52])[CH:46]=2)=C(F)C=1. (5) Given the product [C:1]([O:5][C:6]([N:8]1[C:16]2[CH:15]=[C:14]([O:27][C:22]3[CH:23]=[CH:24][CH:25]=[CH:26][C:21]=3[CH3:20])[N:13]=[CH:12][C:11]=2[C:10]([CH3:19])([CH3:18])[CH2:9]1)=[O:7])([CH3:4])([CH3:3])[CH3:2], predict the reactants needed to synthesize it. The reactants are: [C:1]([O:5][C:6]([N:8]1[C:16]2[CH:15]=[C:14](Cl)[N:13]=[CH:12][C:11]=2[C:10]([CH3:19])([CH3:18])[CH2:9]1)=[O:7])([CH3:4])([CH3:3])[CH3:2].[CH3:20][C:21]1[CH:26]=[CH:25][CH:24]=[CH:23][C:22]=1[OH:27].P([O-])([O-])([O-])=O.[K+].[K+].[K+].